From a dataset of Catalyst prediction with 721,799 reactions and 888 catalyst types from USPTO. Predict which catalyst facilitates the given reaction. (1) Reactant: [Cl:1][C:2]1[CH:10]=[C:9]([C:11]([NH:13][CH:14]([C:16]2[NH:20][C:19]3[CH:21]=[CH:22][C:23]([Cl:25])=[CH:24][C:18]=3[N:17]=2)[CH3:15])=[O:12])[CH:8]=[CH:7][C:3]=1[C:4](O)=[O:5].[CH2:26]([NH:28][CH:29]1[CH2:34][CH2:33][N:32](C(OC(C)(C)C)=O)[CH2:31][CH2:30]1)[CH3:27].C(N(C(C)C)CC)(C)C.FC(F)(F)C(O)=O.ClCl. Product: [Cl:1][C:2]1[CH:10]=[C:9]([CH:8]=[CH:7][C:3]=1[C:4]([N:28]([CH2:26][CH3:27])[CH:29]1[CH2:34][CH2:33][NH:32][CH2:31][CH2:30]1)=[O:5])[C:11]([NH:13][CH:14]([C:16]1[NH:20][C:19]2[CH:21]=[CH:22][C:23]([Cl:25])=[CH:24][C:18]=2[N:17]=1)[CH3:15])=[O:12]. The catalyst class is: 16. (2) Product: [F:22][C:23]1[CH:24]=[CH:25][C:26]([O:27][CH2:28][CH:29]2[CH2:30][CH2:31][N:32]([C:18](=[O:20])/[CH:17]=[CH:16]/[C:9]3[CH:8]=[C:7]4[C:12](=[N:11][CH:10]=3)[NH:13][C:14](=[O:15])[CH:5]([C:3]([O:2][CH3:1])=[O:4])[CH2:6]4)[CH2:33][CH2:34]2)=[CH:35][CH:36]=1. The catalyst class is: 239. Reactant: [CH3:1][O:2][C:3]([CH:5]1[C:14](=[O:15])[NH:13][C:12]2[N:11]=[CH:10][C:9](/[CH:16]=[CH:17]/[C:18]([OH:20])=O)=[CH:8][C:7]=2[CH2:6]1)=[O:4].Cl.[F:22][C:23]1[CH:36]=[CH:35][C:26]([O:27][CH2:28][CH:29]2[CH2:34][CH2:33][NH:32][CH2:31][CH2:30]2)=[CH:25][CH:24]=1.CCN(C(C)C)C(C)C.CCN=C=NCCCN(C)C. (3) Reactant: [NH2:1][CH2:2][C:3]1[CH:8]=[CH:7][C:6]([C:9]2[NH:10][C:11]([C:20]3[CH:25]=[CH:24][N:23]=[CH:22][CH:21]=3)=[C:12]([C:14]3[CH:19]=[CH:18][CH:17]=[CH:16][CH:15]=3)[N:13]=2)=[CH:5][CH:4]=1.[OH:26][C:27]([CH2:29][CH2:30][CH2:31][CH2:32][C@H:33]1[C@@H:41]2[C@@H:36]([NH:37][C:38]([NH:40]2)=[O:39])[CH2:35][S:34]1)=O.ON1C(=O)CC[C:44]1=O. Product: [C:27]([NH:1][CH2:2][C:3]1[CH:8]=[CH:7][C:6]([C:9]2[N:10]([CH3:44])[C:11]([C:20]3[CH:21]=[CH:22][N:23]=[CH:24][CH:25]=3)=[C:12]([C:14]3[CH:19]=[CH:18][CH:17]=[CH:16][CH:15]=3)[N:13]=2)=[CH:5][CH:4]=1)(=[O:26])[CH2:29][CH2:30][CH2:31][CH2:32][C@H:33]1[C@@H:41]2[C@@H:36]([NH:37][C:38]([NH:40]2)=[O:39])[CH2:35][S:34]1. The catalyst class is: 3. (4) Reactant: [Cl-].[Al+3].[Cl-].[Cl-].[H-].[Al+3].[Li+].[H-].[H-].[H-].[CH2:11]([N:18]1[CH2:24][CH:23]([CH2:25][O:26][Si:27]([C:30]([CH3:33])([CH3:32])[CH3:31])([CH3:29])[CH3:28])[CH:22]([C:34]2[CH:39]=[CH:38][C:37]([F:40])=[C:36]([Cl:41])[CH:35]=2)[O:21][CH2:20][C:19]1=O)[C:12]1[CH:17]=[CH:16][CH:15]=[CH:14][CH:13]=1.[OH-].[Na+]. Product: [CH2:11]([N:18]1[CH2:24][CH:23]([CH2:25][O:26][Si:27]([C:30]([CH3:33])([CH3:32])[CH3:31])([CH3:29])[CH3:28])[CH:22]([C:34]2[CH:39]=[CH:38][C:37]([F:40])=[C:36]([Cl:41])[CH:35]=2)[O:21][CH2:20][CH2:19]1)[C:12]1[CH:13]=[CH:14][CH:15]=[CH:16][CH:17]=1. The catalyst class is: 385.